Dataset: Reaction yield outcomes from USPTO patents with 853,638 reactions. Task: Predict the reaction yield, written as a fraction of the theoretical maximum amount of product (1.0 means a 100% yield; for example, 0.34 means a 34% yield). (1) The reactants are [Cl:1][C:2]1[CH:7]=[CH:6][C:5]([NH:8][C:9](=[O:12])OC)=[C:4]([C:13]#[N:14])[CH:3]=1.[C:15]1([CH2:21][C:22]([NH:24][NH2:25])=O)[CH:20]=[CH:19][CH:18]=[CH:17][CH:16]=1. The catalyst is CN1CCCC1=O. The product is [CH2:21]([C:22]1[N:14]=[C:13]2[N:25]([C:9](=[O:12])[NH:8][C:5]3[CH:6]=[CH:7][C:2]([Cl:1])=[CH:3][C:4]=32)[N:24]=1)[C:15]1[CH:20]=[CH:19][CH:18]=[CH:17][CH:16]=1. The yield is 0.820. (2) The product is [F:1][C:2]1[CH:7]=[CH:6][C:5]([C:8]2([C:9]#[N:10])[CH2:14][CH2:13][CH2:12]2)=[CH:4][CH:3]=1. The yield is 0.610. The reactants are [F:1][C:2]1[CH:7]=[CH:6][C:5]([CH2:8][C:9]#[N:10])=[CH:4][CH:3]=1.Br[CH2:12][CH2:13][CH2:14]Br.[H-].[Na+].CC(O)C. The catalyst is CCOCC.CS(C)=O.O. (3) The reactants are [NH2:1][C:2]1[N:11]=[C:10]([OH:12])[C:9]2[C:4](=[N:5][CH:6]=[C:7]([CH2:13][NH:14][C:15]3[CH:55]=[CH:54][C:18]([C:19]([NH:21][C@H:22]([C:47]([O:49]C(C)(C)C)=[O:48])[CH2:23][CH2:24][C:25](=[O:46])[NH:26][CH2:27][CH2:28][O:29][CH2:30][CH2:31][O:32][CH2:33][CH2:34][O:35][CH2:36][CH2:37][NH:38]C(=O)OC(C)(C)C)=[O:20])=[CH:17][CH:16]=3)[N:8]=2)[N:3]=1. The catalyst is Cl. The product is [NH2:38][CH2:37][CH2:36][O:35][CH2:34][CH2:33][O:32][CH2:31][CH2:30][O:29][CH2:28][CH2:27][NH:26][C:25](=[O:46])[CH2:24][CH2:23][C@H:22]([NH:21][C:19](=[O:20])[C:18]1[CH:54]=[CH:55][C:15]([NH:14][CH2:13][C:7]2[N:8]=[C:9]3[C:4](=[N:5][CH:6]=2)[N:3]=[C:2]([NH2:1])[N:11]=[C:10]3[OH:12])=[CH:16][CH:17]=1)[C:47]([OH:49])=[O:48]. The yield is 0.360. (4) The reactants are C(C1C2OC(CN)CC=2C=CC=1)(C)C.C(N(C(C)C)CC)(C)C.ClC(OCC1C=CC=CC=1)=O.[CH2:35]([O:42][C:43](=[O:60])[NH:44][CH2:45][CH:46]1[CH2:50][C:49]2[CH:51]=[CH:52][CH:53]=[C:54]([CH:55]3[CH2:59]CC[CH2:56]3)[C:48]=2[O:47]1)[C:36]1[CH:41]=[CH:40][CH:39]=[CH:38][CH:37]=1. No catalyst specified. The product is [CH2:35]([O:42][C:43](=[O:60])[NH:44][CH2:45][CH:46]1[CH2:50][C:49]2[CH:51]=[CH:52][CH:53]=[C:54]([CH:55]([CH3:56])[CH3:59])[C:48]=2[O:47]1)[C:36]1[CH:41]=[CH:40][CH:39]=[CH:38][CH:37]=1. The yield is 0.590.